From a dataset of NCI-60 drug combinations with 297,098 pairs across 59 cell lines. Regression. Given two drug SMILES strings and cell line genomic features, predict the synergy score measuring deviation from expected non-interaction effect. (1) Drug 1: C(CC(=O)O)C(=O)CN.Cl. Drug 2: COC1=C2C(=CC3=C1OC=C3)C=CC(=O)O2. Cell line: IGROV1. Synergy scores: CSS=0.899, Synergy_ZIP=-1.94, Synergy_Bliss=-0.630, Synergy_Loewe=-1.73, Synergy_HSA=-2.33. (2) Drug 1: C1=CC=C(C(=C1)C(C2=CC=C(C=C2)Cl)C(Cl)Cl)Cl. Drug 2: CC12CCC3C(C1CCC2OP(=O)(O)O)CCC4=C3C=CC(=C4)OC(=O)N(CCCl)CCCl.[Na+]. Cell line: T-47D. Synergy scores: CSS=-3.64, Synergy_ZIP=0.0990, Synergy_Bliss=0.108, Synergy_Loewe=-6.11, Synergy_HSA=-5.04. (3) Drug 1: CN(C)N=NC1=C(NC=N1)C(=O)N. Drug 2: C1=NC2=C(N1)C(=S)N=CN2. Cell line: LOX IMVI. Synergy scores: CSS=54.0, Synergy_ZIP=-1.98, Synergy_Bliss=-6.07, Synergy_Loewe=-8.76, Synergy_HSA=-3.63. (4) Drug 1: C1CC(C1)(C(=O)O)C(=O)O.[NH2-].[NH2-].[Pt+2]. Drug 2: C(CCl)NC(=O)N(CCCl)N=O. Cell line: UACC62. Synergy scores: CSS=17.4, Synergy_ZIP=-7.19, Synergy_Bliss=0.448, Synergy_Loewe=-0.417, Synergy_HSA=1.95. (5) Drug 1: CC1=C2C(C(=O)C3(C(CC4C(C3C(C(C2(C)C)(CC1OC(=O)C(C(C5=CC=CC=C5)NC(=O)OC(C)(C)C)O)O)OC(=O)C6=CC=CC=C6)(CO4)OC(=O)C)OC)C)OC. Drug 2: CCCCC(=O)OCC(=O)C1(CC(C2=C(C1)C(=C3C(=C2O)C(=O)C4=C(C3=O)C=CC=C4OC)O)OC5CC(C(C(O5)C)O)NC(=O)C(F)(F)F)O. Cell line: COLO 205. Synergy scores: CSS=68.4, Synergy_ZIP=11.4, Synergy_Bliss=11.5, Synergy_Loewe=-14.9, Synergy_HSA=11.1. (6) Drug 1: C1CN1P(=S)(N2CC2)N3CC3. Drug 2: CC1=C(C=C(C=C1)C(=O)NC2=CC(=CC(=C2)C(F)(F)F)N3C=C(N=C3)C)NC4=NC=CC(=N4)C5=CN=CC=C5. Cell line: SK-OV-3. Synergy scores: CSS=1.49, Synergy_ZIP=-0.0359, Synergy_Bliss=1.17, Synergy_Loewe=-0.768, Synergy_HSA=-0.275. (7) Drug 1: CS(=O)(=O)C1=CC(=C(C=C1)C(=O)NC2=CC(=C(C=C2)Cl)C3=CC=CC=N3)Cl. Drug 2: CN1CCC(CC1)COC2=C(C=C3C(=C2)N=CN=C3NC4=C(C=C(C=C4)Br)F)OC. Cell line: K-562. Synergy scores: CSS=36.3, Synergy_ZIP=-1.75, Synergy_Bliss=-3.17, Synergy_Loewe=-27.1, Synergy_HSA=-2.91.